From a dataset of TCR-epitope binding with 47,182 pairs between 192 epitopes and 23,139 TCRs. Binary Classification. Given a T-cell receptor sequence (or CDR3 region) and an epitope sequence, predict whether binding occurs between them. (1) The epitope is GTITVEELK. The TCR CDR3 sequence is CASRVWGSSTGELFF. Result: 0 (the TCR does not bind to the epitope). (2) Result: 1 (the TCR binds to the epitope). The TCR CDR3 sequence is CASSQEELGGTETQYF. The epitope is ILGLPTQTV. (3) The epitope is TLIGDCATV. The TCR CDR3 sequence is CASSLAGSYEQYF. Result: 1 (the TCR binds to the epitope). (4) The epitope is RLRAEAQVK. The TCR CDR3 sequence is CSASLGRSREQYF. Result: 1 (the TCR binds to the epitope). (5) The epitope is GILGFVFTL. The TCR CDR3 sequence is CASSQDLGEGSYEQYF. Result: 0 (the TCR does not bind to the epitope). (6) Result: 1 (the TCR binds to the epitope). The epitope is EIYKRWII. The TCR CDR3 sequence is CASSAGGIQYF. (7) The epitope is GILGFVFTL. The TCR CDR3 sequence is CASSQSTSGSYEQYF. Result: 1 (the TCR binds to the epitope). (8) The epitope is VLWAHGFEL. Result: 1 (the TCR binds to the epitope). The TCR CDR3 sequence is CASSPVGGGPPTEAFF.